Dataset: Catalyst prediction with 721,799 reactions and 888 catalyst types from USPTO. Task: Predict which catalyst facilitates the given reaction. (1) Reactant: [NH2:1][C:2]1[CH:3]=[C:4]([N:8]2[C:12]3=[N:13][CH:14]=[N:15][C:16]([NH2:17])=[C:11]3[CH:10]=[N:9]2)[CH:5]=[CH:6][CH:7]=1.[CH3:18][O:19][C:20]1[CH:25]=[CH:24][C:23]([S:26](Cl)(=[O:28])=[O:27])=[CH:22][CH:21]=1.C(N(C(C)C)CC)(C)C.CN(C=O)C. Product: [NH2:17][C:16]1[N:15]=[CH:14][N:13]=[C:12]2[N:8]([C:4]3[CH:3]=[C:2]([NH:1][S:26]([C:23]4[CH:22]=[CH:21][C:20]([O:19][CH3:18])=[CH:25][CH:24]=4)(=[O:28])=[O:27])[CH:7]=[CH:6][CH:5]=3)[N:9]=[CH:10][C:11]=12. The catalyst class is: 5. (2) Reactant: CC([N:5]([C@@H:9]1[C@H:13]([OH:14])[CH2:12][N:11]([CH2:15][CH2:16][C:17]2[C:26]3[C:21](=[CH:22][CH:23]=[C:24]([O:27][CH3:28])[N:25]=3)[N:20]=[CH:19][CH:18]=2)[CH2:10]1)C(=O)[O-])(C)C.Cl.O1CCOCC1. Product: [NH2:5][C@@H:9]1[CH2:10][N:11]([CH2:15][CH2:16][C:17]2[C:26]3[C:21](=[CH:22][CH:23]=[C:24]([O:27][CH3:28])[N:25]=3)[N:20]=[CH:19][CH:18]=2)[CH2:12][C@@H:13]1[OH:14]. The catalyst class is: 5. (3) Reactant: C1(C)C(S(O)(=O)=O)=CC=CC=1.[NH2:12][N:13]1[CH2:17][CH:16]([C:18]2[CH:23]=[CH:22][C:21]([O:24][CH3:25])=[CH:20][CH:19]=2)[N:15]([CH2:26][CH2:27][C:28]2[CH:33]=[CH:32][C:31]([O:34][CH3:35])=[CH:30][CH:29]=2)[C:14]1=[O:36].Cl.[N:38]1[CH:43]=[CH:42][CH:41]=[C:40]([S:44](Cl)(=[O:46])=[O:45])[CH:39]=1.CN1CCOCC1. Product: [N:38]1[CH:43]=[CH:42][CH:41]=[C:40]([S:44]([NH:12][N:13]2[CH2:17][CH:16]([C:18]3[CH:19]=[CH:20][C:21]([O:24][CH3:25])=[CH:22][CH:23]=3)[N:15]([CH2:26][CH2:27][C:28]3[CH:29]=[CH:30][C:31]([O:34][CH3:35])=[CH:32][CH:33]=3)[C:14]2=[O:36])(=[O:46])=[O:45])[CH:39]=1. The catalyst class is: 4. (4) Reactant: [S:1]1[C:5]2[CH:6]=[CH:7][CH:8]=[CH:9][C:4]=2[CH:3]=[C:2]1[CH:10]([C:12]1[CH:17]=[CH:16][CH:15]=[CH:14][C:13]=1[S:18][CH3:19])[NH2:11].C(N(C(C)C)C(C)C)C.[O:29]1[C:34]2[CH:35]=[CH:36][C:37]([S:39](Cl)(=[O:41])=[O:40])=[CH:38][C:33]=2[O:32][CH2:31][CH2:30]1. Product: [S:1]1[C:5]2[CH:6]=[CH:7][CH:8]=[CH:9][C:4]=2[CH:3]=[C:2]1[CH:10]([C:12]1[CH:17]=[CH:16][CH:15]=[CH:14][C:13]=1[S:18][CH3:19])[NH:11][S:39]([C:37]1[CH:36]=[CH:35][C:34]2[O:29][CH2:30][CH2:31][O:32][C:33]=2[CH:38]=1)(=[O:40])=[O:41]. The catalyst class is: 26. (5) Reactant: [CH3:1][Li].CON(C)[C:6](=[O:14])[C:7]1[CH:12]=[CH:11][N:10]=[C:9]([CH3:13])[CH:8]=1.[NH4+].[Cl-]. Product: [CH3:13][C:9]1[CH:8]=[C:7]([C:6](=[O:14])[CH3:1])[CH:12]=[CH:11][N:10]=1. The catalyst class is: 1. (6) Reactant: P([O-])([O-])([O-])=O.[K+].[K+].[K+].[S:9]1[CH:13]=[C:12]([C:14]#[N:15])[N:11]=[CH:10]1.C(#N)C.[OH2:19].CN(C)[C:22](=[O:29])[C:23]1[CH:28]=CC=CC=1. Product: [S:9]1[CH:13]=[C:12]([C:14]([NH2:15])=[O:29])[N:11]=[CH:10]1.[S:9]1[CH:28]=[C:23]([C:22]([OH:29])=[O:19])[N:11]=[CH:10]1. The catalyst class is: 10.